This data is from Full USPTO retrosynthesis dataset with 1.9M reactions from patents (1976-2016). The task is: Predict the reactants needed to synthesize the given product. The reactants are: [Br:1][C:2]1[CH:3]=[CH:4][C:5]([O:11][C:12]2[C:13]([F:18])=[N:14][CH:15]=[CH:16][CH:17]=2)=[C:6]([CH:10]=1)[C:7]([OH:9])=O.[CH2:19]([NH:21][CH2:22][CH3:23])[CH3:20].CN(C(ON1N=NC2C=CC=CC1=2)=[N+](C)C)C.[B-](F)(F)(F)F. Given the product [Br:1][C:2]1[CH:3]=[CH:4][C:5]([O:11][C:12]2[C:13]([F:18])=[N:14][CH:15]=[CH:16][CH:17]=2)=[C:6]([CH:10]=1)[C:7]([N:21]([CH2:22][CH3:23])[CH2:19][CH3:20])=[O:9], predict the reactants needed to synthesize it.